Dataset: Full USPTO retrosynthesis dataset with 1.9M reactions from patents (1976-2016). Task: Predict the reactants needed to synthesize the given product. (1) The reactants are: C(N(CC)C(C)C)(C)C.[F:10][C:11]1[CH:16]=[CH:15][CH:14]=[CH:13][C:12]=1[C:17]1[CH2:21][CH2:20][CH2:19][C:18]=1[CH2:22]O.CS([Cl:28])(=O)=O.O. Given the product [Cl:28][CH2:22][C:18]1[CH2:19][CH2:20][CH2:21][C:17]=1[C:12]1[CH:13]=[CH:14][CH:15]=[CH:16][C:11]=1[F:10], predict the reactants needed to synthesize it. (2) Given the product [NH2:21][C:19]1[CH:18]=[CH:17][C:3]([O:4][C:5]2[CH:6]=[C:7]([C:11]3([C:14]([NH2:16])=[O:15])[CH2:13][CH2:12]3)[CH:8]=[CH:9][CH:10]=2)=[C:2]([CH3:1])[CH:20]=1, predict the reactants needed to synthesize it. The reactants are: [CH3:1][C:2]1[CH:20]=[C:19]([N+:21]([O-])=O)[CH:18]=[CH:17][C:3]=1[O:4][C:5]1[CH:6]=[C:7]([C:11]2([C:14]([NH2:16])=[O:15])[CH2:13][CH2:12]2)[CH:8]=[CH:9][CH:10]=1.C(O)C.[Cl-].[Ca+2].[Cl-]. (3) Given the product [NH2:18][CH2:19][C:20]1[CH:25]=[CH:24][C:23]([C:2]2[N:6]3[N:7]=[C:8]([NH:11][CH2:12][CH2:13][C:14]([CH3:17])([OH:16])[CH3:15])[CH:9]=[CH:10][C:5]3=[N:4][CH:3]=2)=[CH:22][CH:21]=1, predict the reactants needed to synthesize it. The reactants are: Br[C:2]1[N:6]2[N:7]=[C:8]([NH:11][CH2:12][CH2:13][C:14]([CH3:17])([OH:16])[CH3:15])[CH:9]=[CH:10][C:5]2=[N:4][CH:3]=1.[NH2:18][CH2:19][C:20]1[CH:25]=[CH:24][C:23](B(O)O)=[CH:22][CH:21]=1.